Dataset: Full USPTO retrosynthesis dataset with 1.9M reactions from patents (1976-2016). Task: Predict the reactants needed to synthesize the given product. (1) Given the product [OH:18][C:12]1[CH:13]=[C:14]([OH:17])[CH:15]=[CH:16][C:11]=1[C:9](=[O:10])[CH2:8][C:5]1[CH:6]=[CH:7][C:2]([C:19]#[N:20])=[CH:3][CH:4]=1, predict the reactants needed to synthesize it. The reactants are: Br[C:2]1[CH:7]=[CH:6][C:5]([CH2:8][C:9]([C:11]2[CH:16]=[CH:15][C:14]([OH:17])=[CH:13][C:12]=2[OH:18])=[O:10])=[CH:4][CH:3]=1.[C:19]([Cu])#[N:20].O.CCOC(C)=O. (2) Given the product [CH:9]([CH:1]([Cl:8])[C:2]1[CH:7]=[CH:6][CH:5]=[CH:4][CH:3]=1)=[CH2:10], predict the reactants needed to synthesize it. The reactants are: [CH2:1]([Cl:8])[C:2]1[CH:7]=[CH:6][CH:5]=[CH:4][CH:3]=1.[CH2:9](O)[CH3:10]. (3) Given the product [CH3:15][CH:6]1[CH2:16][C:14]2[C:9](=[CH:10][CH:11]=[CH:12][CH:13]=2)[C:7]1=[O:8], predict the reactants needed to synthesize it. The reactants are: [Cl-].[Al+3].[Cl-].[Cl-].Cl[C:6]([CH3:16])([CH3:15])[C:7]([C:9]1[CH:14]=[CH:13][CH:12]=[CH:11][CH:10]=1)=[O:8]. (4) Given the product [C:41]1([C:47]2[CH:51]=[C:50]([CH2:52][N:53]3[CH2:54][CH2:55][CH:56]([CH2:59][NH:60][C:2]4[C:10]5[C:5](=[CH:6][CH:7]=[C:8]([C:11]6[N:15]=[CH:14][N:13]([C:16]([C:29]7[CH:34]=[CH:33][CH:32]=[CH:31][CH:30]=7)([C:23]7[CH:28]=[CH:27][CH:26]=[CH:25][CH:24]=7)[C:17]7[CH:22]=[CH:21][CH:20]=[CH:19][CH:18]=7)[N:12]=6)[CH:9]=5)[N:4]([CH:35]5[CH2:40][CH2:39][CH2:38][CH2:37][O:36]5)[N:3]=4)[CH2:57][CH2:58]3)[O:49][N:48]=2)[CH:42]=[CH:43][CH:44]=[CH:45][CH:46]=1, predict the reactants needed to synthesize it. The reactants are: Br[C:2]1[C:10]2[C:5](=[CH:6][CH:7]=[C:8]([C:11]3[N:15]=[CH:14][N:13]([C:16]([C:29]4[CH:34]=[CH:33][CH:32]=[CH:31][CH:30]=4)([C:23]4[CH:28]=[CH:27][CH:26]=[CH:25][CH:24]=4)[C:17]4[CH:22]=[CH:21][CH:20]=[CH:19][CH:18]=4)[N:12]=3)[CH:9]=2)[N:4]([CH:35]2[CH2:40][CH2:39][CH2:38][CH2:37][O:36]2)[N:3]=1.[C:41]1([C:47]2[CH:51]=[C:50]([CH2:52][N:53]3[CH2:58][CH2:57][CH:56]([CH2:59][NH2:60])[CH2:55][CH2:54]3)[O:49][N:48]=2)[CH:46]=[CH:45][CH:44]=[CH:43][CH:42]=1.C1(P(C2C=CC=CC=2)C2C=CC3C(=CC=CC=3)C=2C2C3C(=CC=CC=3)C=CC=2P(C2C=CC=CC=2)C2C=CC=CC=2)C=CC=CC=1.CC(C)([O-])C.[Na+].